This data is from Catalyst prediction with 721,799 reactions and 888 catalyst types from USPTO. The task is: Predict which catalyst facilitates the given reaction. (1) Reactant: [CH2:1]([C:3]1[CH:4]=[N:5][CH:6]=[CH:7][C:8]=1[C:9](=[O:11])[CH3:10])[CH3:2].[Br:12]Br. Product: [Br-:12].[Br:12][CH2:10][C:9]([C:8]1[CH:7]=[CH:6][NH+:5]=[CH:4][C:3]=1[CH2:1][CH3:2])=[O:11]. The catalyst class is: 22. (2) Reactant: [Cl:1][C:2]1[CH:12]=[CH:11][C:10]([CH2:13][NH:14][C:15](=[O:20])[C:16]([F:19])([F:18])[F:17])=[CH:9][C:3]=1[C:4]([N:6]=[C:7]=[O:8])=O.[Cl:21][C:22]1[CH:23]=[C:24]([NH:29][NH:30]C(OC(C)(C)C)=O)[CH:25]=[CH:26][C:27]=1[CH3:28].FC(F)(F)C(O)=O. Product: [Cl:1][C:2]1[CH:12]=[CH:11][C:10]([CH2:13][NH:14][C:15](=[O:20])[C:16]([F:19])([F:18])[F:17])=[CH:9][C:3]=1[C:4]1[NH:6][C:7](=[O:8])[N:29]([C:24]2[CH:25]=[CH:26][C:27]([CH3:28])=[C:22]([Cl:21])[CH:23]=2)[N:30]=1. The catalyst class is: 2. (3) Reactant: [C:1]([O:4][C@@H:5]1[C@@H:11]([O:12][C:13](=[O:15])[CH3:14])[C@H:10]([O:16][C:17](=[O:19])[CH3:18])[C@@H:9]([C:20]([O:22][CH3:23])=[O:21])[O:8][CH:6]1[OH:7])(=[O:3])[CH3:2].[Cl:24][C:25]([Cl:29])([Cl:28])[C:26]#[N:27].C([O-])([O-])=O.[K+].[K+]. Product: [C:1]([O:4][C@@H:5]1[C@@H:11]([O:12][C:13](=[O:15])[CH3:14])[C@H:10]([O:16][C:17](=[O:19])[CH3:18])[C@@H:9]([C:20]([O:22][CH3:23])=[O:21])[O:8][CH:6]1[O:7][C:26](=[NH:27])[C:25]([Cl:29])([Cl:28])[Cl:24])(=[O:3])[CH3:2]. The catalyst class is: 2. (4) Reactant: C[O:2][C:3](=[O:37])[C@@H:4]([NH:14][C:15]([C:17]1[S:18][C:19]([C:26](=[O:36])[NH:27][CH2:28][C:29]2[CH:34]=[CH:33][CH:32]=[C:31]([OH:35])[CH:30]=2)=[CH:20][C:21]=1[C:22]([F:25])([F:24])[F:23])=[O:16])[CH2:5][NH:6][C:7]([C:9]1[S:10][CH:11]=[CH:12][CH:13]=1)=[O:8].O.[OH-].[Li+].Cl. Product: [OH:35][C:31]1[CH:30]=[C:29]([CH:34]=[CH:33][CH:32]=1)[CH2:28][NH:27][C:26]([C:19]1[S:18][C:17]([C:15]([NH:14][C@@H:4]([CH2:5][NH:6][C:7]([C:9]2[S:10][CH:11]=[CH:12][CH:13]=2)=[O:8])[C:3]([OH:37])=[O:2])=[O:16])=[C:21]([C:22]([F:25])([F:24])[F:23])[CH:20]=1)=[O:36]. The catalyst class is: 20. (5) Reactant: [Cl:1][C:2]1[N:7]=[C:6]([NH:8][C:9]2[CH:14]=[CH:13][C:12]([O:15][CH3:16])=[CH:11][C:10]=2[NH:17][S:18]([CH3:21])(=[O:20])=[O:19])[C:5]([Cl:22])=[CH:4][N:3]=1.Br[CH2:24][C:25]#[N:26].C(=O)([O-])[O-].[K+].[K+]. Product: [C:25]([CH2:24][N:17]([C:10]1[CH:11]=[C:12]([O:15][CH3:16])[CH:13]=[CH:14][C:9]=1[NH:8][C:6]1[C:5]([Cl:22])=[CH:4][N:3]=[C:2]([Cl:1])[N:7]=1)[S:18]([CH3:21])(=[O:19])=[O:20])#[N:26]. The catalyst class is: 18. (6) Reactant: [CH:1]([C:3]1[CH:4]=[C:5]([CH:9]=[CH:10][CH:11]=1)[C:6]([OH:8])=[O:7])=[O:2].[Br:12]N1C(=O)CCC1=O. Product: [CH:1]([C:3]1[CH:4]=[C:5]([CH:9]=[C:10]([Br:12])[CH:11]=1)[C:6]([OH:8])=[O:7])=[O:2]. The catalyst class is: 82. (7) Reactant: [C:1]([O:5][C:6](=[O:35])[N:7]([C:16]1[S:17][C@:18]2([CH:33]=O)[C@H:20]([C@:21]([C:25]3[CH:30]=[C:29]([Br:31])[CH:28]=[CH:27][C:26]=3[F:32])([CH2:23][F:24])[N:22]=1)[CH2:19]2)[CH2:8][O:9][CH2:10][CH2:11][Si:12]([CH3:15])([CH3:14])[CH3:13])([CH3:4])([CH3:3])[CH3:2].Cl.[NH2:37][OH:38].C([O-])(O)=O.[Na+]. Product: [C:1]([O:5][C:6](=[O:35])[N:7]([C:16]1[S:17][C@:18]2(/[CH:33]=[N:37]/[OH:38])[C@H:20]([C@:21]([C:25]3[CH:30]=[C:29]([Br:31])[CH:28]=[CH:27][C:26]=3[F:32])([CH2:23][F:24])[N:22]=1)[CH2:19]2)[CH2:8][O:9][CH2:10][CH2:11][Si:12]([CH3:13])([CH3:15])[CH3:14])([CH3:2])([CH3:3])[CH3:4]. The catalyst class is: 14. (8) The catalyst class is: 2. Reactant: [CH:1]1[C:6]2[CH2:7][CH2:8][CH:9]([C:13]([OH:15])=O)[CH2:10][C:11](=[O:12])[C:5]=2[CH:4]=[CH:3][CH:2]=1.O=S(Cl)Cl.[C:20]1([CH:26]2[CH2:31][CH2:30][NH:29][CH2:28][CH2:27]2)[CH:25]=[CH:24][CH:23]=[CH:22][CH:21]=1.C(N(CC)CC)C. Product: [C:20]1([CH:26]2[CH2:27][CH2:28][N:29]([C:13]([CH:9]3[CH2:8][CH2:7][C:6]4[CH:1]=[CH:2][CH:3]=[CH:4][C:5]=4[C:11](=[O:12])[CH2:10]3)=[O:15])[CH2:30][CH2:31]2)[CH:25]=[CH:24][CH:23]=[CH:22][CH:21]=1. (9) Reactant: [C:1]([O:5][C:6]([N:8]1[CH2:14][CH2:13][C:12]2[CH:15]=[C:16]([OH:19])[CH:17]=[CH:18][C:11]=2[CH2:10][CH2:9]1)=[O:7])([CH3:4])([CH3:3])[CH3:2].C(=O)([O-])[O-].[K+].[K+].[I-].[K+].[CH2:28](Br)[C:29]1[CH:34]=[CH:33][CH:32]=[CH:31][CH:30]=1. Product: [C:1]([O:5][C:6]([N:8]1[CH2:14][CH2:13][C:12]2[CH:15]=[C:16]([O:19][CH2:28][C:29]3[CH:34]=[CH:33][CH:32]=[CH:31][CH:30]=3)[CH:17]=[CH:18][C:11]=2[CH2:10][CH2:9]1)=[O:7])([CH3:4])([CH3:2])[CH3:3]. The catalyst class is: 131.